This data is from Forward reaction prediction with 1.9M reactions from USPTO patents (1976-2016). The task is: Predict the product of the given reaction. (1) Given the reactants N.C([N:5](CC)C(C)C)(C)C.[Cl:11][C:12]1[N:17]=[C:16](Cl)[C:15]([N+:19]([O-:21])=[O:20])=[CH:14][N:13]=1, predict the reaction product. The product is: [Cl:11][C:12]1[N:17]=[C:16]([NH2:5])[C:15]([N+:19]([O-:21])=[O:20])=[CH:14][N:13]=1. (2) The product is: [Br:11][C:12]1[CH:13]=[CH:14][C:15]([O:21][CH2:2][C:3]2[CH:10]=[CH:9][C:6]([C:7]#[N:8])=[CH:5][CH:4]=2)=[C:16]([CH:20]=1)[C:17]([O:19][CH2:2][C:3]1[CH:10]=[CH:9][C:6]([C:7]#[N:8])=[CH:5][CH:4]=1)=[O:18]. Given the reactants Br[CH2:2][C:3]1[CH:10]=[CH:9][C:6]([C:7]#[N:8])=[CH:5][CH:4]=1.[Br:11][C:12]1[CH:13]=[CH:14][C:15]([OH:21])=[C:16]([CH:20]=1)[C:17]([OH:19])=[O:18].C(=O)([O-])[O-].[K+].[K+], predict the reaction product.